This data is from Reaction yield outcomes from USPTO patents with 853,638 reactions. The task is: Predict the reaction yield, written as a fraction of the theoretical maximum amount of product (1.0 means a 100% yield; for example, 0.34 means a 34% yield). (1) The reactants are [N:1]12[CH2:8][CH2:7][C:4]([C:9]([C:17]3[CH:22]=[CH:21][CH:20]=[CH:19][CH:18]=3)([C:11]3[CH:16]=[CH:15][CH:14]=[CH:13][CH:12]=3)[OH:10])([CH2:5][CH2:6]1)[CH2:3][CH2:2]2.[N+:23]([C:26]1[CH:31]=[CH:30][C:29]([O:32][CH2:33][CH2:34][CH2:35][Br:36])=[CH:28][CH:27]=1)([O-:25])=[O:24]. The catalyst is CC#N. The product is [Br-:36].[OH:10][C:9]([C:17]1[CH:22]=[CH:21][CH:20]=[CH:19][CH:18]=1)([C:11]1[CH:12]=[CH:13][CH:14]=[CH:15][CH:16]=1)[C:4]12[CH2:5][CH2:6][N+:1]([CH2:35][CH2:34][CH2:33][O:32][C:29]3[CH:30]=[CH:31][C:26]([N+:23]([O-:25])=[O:24])=[CH:27][CH:28]=3)([CH2:2][CH2:3]1)[CH2:8][CH2:7]2. The yield is 0.670. (2) The reactants are [CH2:1]1[CH2:5]OC[CH2:2]1.[Si]([O:13][CH:14]1[CH2:23][C:22]([F:25])([F:24])[C:21]2[C:16](=[CH:17][CH:18]=[C:19]([F:26])[CH:20]=2)[C:15]1=[O:27])(C(C)(C)C)(C)C.F. The catalyst is N1C=CC=CC=1. The product is [F:25][C:22]1([F:24])[C:21]2[C:16](=[CH:17][CH:18]=[C:19]([F:26])[CH:20]=2)[C:15]([CH:1]([CH3:5])[CH3:2])([OH:27])[CH:14]([OH:13])[CH2:23]1. The yield is 0.690. (3) The reactants are Cl[C:2]1[C:7]2[C:8](=[O:22])[N:9]([CH2:11][C:12]3[CH:17]=[CH:16][C:15]([O:18][CH3:19])=[CH:14][C:13]=3[O:20][CH3:21])[CH2:10][C:6]=2[C:5]([F:23])=[C:4]([NH:24][C@H:25]([CH2:29][CH:30]([CH3:32])[CH3:31])[C:26]([NH2:28])=[O:27])[N:3]=1.C([Sn](CCCC)(CCCC)[C:38]1[O:39][CH:40]=[CH:41][CH:42]=1)CCC. The catalyst is C1(C)C=CC=CC=1.C1C=CC([P]([Pd]([P](C2C=CC=CC=2)(C2C=CC=CC=2)C2C=CC=CC=2)([P](C2C=CC=CC=2)(C2C=CC=CC=2)C2C=CC=CC=2)[P](C2C=CC=CC=2)(C2C=CC=CC=2)C2C=CC=CC=2)(C2C=CC=CC=2)C2C=CC=CC=2)=CC=1. The product is [CH3:21][O:20][C:13]1[CH:14]=[C:15]([O:18][CH3:19])[CH:16]=[CH:17][C:12]=1[CH2:11][N:9]1[CH2:10][C:6]2[C:5]([F:23])=[C:4]([NH:24][C@H:25]([CH2:29][CH:30]([CH3:32])[CH3:31])[C:26]([NH2:28])=[O:27])[N:3]=[C:2]([C:38]3[O:39][CH:40]=[CH:41][CH:42]=3)[C:7]=2[C:8]1=[O:22]. The yield is 0.580. (4) The reactants are [F:1][C:2]1[CH:10]=[CH:9][CH:8]=[C:7]([F:11])[C:3]=1[C:4](Cl)=[O:5].[Cl:12][C:13]1[C:14]([C:24]2[N:25]=[CH:26][C:27]([NH2:30])=[N:28][CH:29]=2)=[CH:15][C:16]2[O:20][C:19]([F:22])([F:21])[O:18][C:17]=2[CH:23]=1.CCN(C(C)C)C(C)C. The catalyst is CN(C1C=CN=CC=1)C.ClCCl.O1CCCC1.CO.[OH-].[Li+]. The product is [Cl:12][C:13]1[C:14]([C:24]2[N:25]=[CH:26][C:27]([NH:30][C:4](=[O:5])[C:3]3[C:2]([F:1])=[CH:10][CH:9]=[CH:8][C:7]=3[F:11])=[N:28][CH:29]=2)=[CH:15][C:16]2[O:20][C:19]([F:22])([F:21])[O:18][C:17]=2[CH:23]=1. The yield is 0.550. (5) The reactants are [CH2:1]([O:3][C:4]1[CH:5]=[C:6]([SH:10])[CH:7]=[CH:8][CH:9]=1)[CH3:2].Br.[NH2:12][C:13]1[S:14][C:15](Br)=[CH:16][N:17]=1.[OH-].[Na+]. The catalyst is C1COCC1. The product is [CH2:1]([O:3][C:4]1[CH:5]=[C:6]([S:10][C:15]2[S:14][C:13]([NH2:12])=[N:17][CH:16]=2)[CH:7]=[CH:8][CH:9]=1)[CH3:2]. The yield is 0.800. (6) The reactants are [Cl:1][C:2]1[CH:3]=[C:4]([C@H:9]2[CH2:14][C@H:13]([C:15]3[O:19][NH:18][C:17](=[O:20])[CH:16]=3)[CH2:12][CH2:11][N:10]2C(OC)=O)[CH:5]=[C:6]([Cl:8])[CH:7]=1.Br. No catalyst specified. The product is [Cl:8][C:6]1[CH:5]=[C:4]([C@H:9]2[CH2:14][C@H:13]([C:15]3[O:19][NH:18][C:17](=[O:20])[CH:16]=3)[CH2:12][CH2:11][NH:10]2)[CH:3]=[C:2]([Cl:1])[CH:7]=1. The yield is 0.640. (7) The reactants are [CH3:1][CH2:2][OH:3].[K].Cl[C:6]1[C:7]([C:16]([F:19])([F:18])[F:17])=[CH:8][C:9]([N+:13]([O-:15])=[O:14])=[C:10]([NH2:12])[CH:11]=1.Cl. The catalyst is O. The product is [CH2:2]([O:3][C:6]1[C:7]([C:16]([F:17])([F:19])[F:18])=[CH:8][C:9]([N+:13]([O-:15])=[O:14])=[C:10]([NH2:12])[CH:11]=1)[CH3:1]. The yield is 0.960.